This data is from Reaction yield outcomes from USPTO patents with 853,638 reactions. The task is: Predict the reaction yield, written as a fraction of the theoretical maximum amount of product (1.0 means a 100% yield; for example, 0.34 means a 34% yield). (1) No catalyst specified. The product is [N:14]1([C:2]2[N:9]=[C:8]([C:10]([F:13])([F:12])[F:11])[CH:7]=[CH:6][C:3]=2[C:4]#[N:5])[CH2:18][CH2:17][CH2:16][CH2:15]1. The yield is 0.670. The reactants are Cl[C:2]1[N:9]=[C:8]([C:10]([F:13])([F:12])[F:11])[CH:7]=[CH:6][C:3]=1[C:4]#[N:5].[NH:14]1[CH2:18][CH2:17][CH2:16][CH2:15]1. (2) The reactants are [CH3:1][O:2][C:3](=[O:15])[C:4]1[CH:9]=[C:8](I)[C:7]([CH:11]([F:13])[F:12])=[CH:6][C:5]=1[NH2:14].[CH3:16][N:17]1[C:21]([Sn](CCCC)(CCCC)CCCC)=[CH:20][CH:19]=[N:18]1. The catalyst is O1CCOCC1.Cl[Pd](Cl)([P](C1C=CC=CC=1)(C1C=CC=CC=1)C1C=CC=CC=1)[P](C1C=CC=CC=1)(C1C=CC=CC=1)C1C=CC=CC=1. The product is [CH3:1][O:2][C:3](=[O:15])[C:4]1[CH:9]=[C:8]([C:21]2[N:17]([CH3:16])[N:18]=[CH:19][CH:20]=2)[C:7]([CH:11]([F:13])[F:12])=[CH:6][C:5]=1[NH2:14]. The yield is 0.310.